Task: Predict the product of the given reaction.. Dataset: Forward reaction prediction with 1.9M reactions from USPTO patents (1976-2016) (1) Given the reactants [CH3:1][O:2][CH2:3][CH2:4][O:5][C:6]1[CH:7]=[C:8]2[C:13](=[CH:14][C:15]=1[O:16][CH2:17][CH2:18][O:19][CH3:20])[N:12]=[CH:11][N:10]=[C:9]2[S:21][C:22]1[CH:23]=[C:24]([CH:26]=[CH:27][CH:28]=1)[NH2:25].[C:29]([C:33]1[CH:37]=[C:36]([NH:38][C:39](=O)[O:40]C2C=CC=CC=2)[O:35][N:34]=1)([CH3:32])([CH3:31])[CH3:30], predict the reaction product. The product is: [CH3:1][O:2][CH2:3][CH2:4][O:5][C:6]1[CH:7]=[C:8]2[C:13](=[CH:14][C:15]=1[O:16][CH2:17][CH2:18][O:19][CH3:20])[N:12]=[CH:11][N:10]=[C:9]2[S:21][C:22]1[CH:23]=[C:24]([NH:25][C:39]([NH:38][C:36]2[O:35][N:34]=[C:33]([C:29]([CH3:32])([CH3:31])[CH3:30])[CH:37]=2)=[O:40])[CH:26]=[CH:27][CH:28]=1. (2) Given the reactants Br[C:2]1[N:6]([C:7]2[CH:12]=[CH:11][CH:10]=[CH:9][C:8]=2[F:13])[N:5]=[C:4]([C:14]([O:16][CH2:17][CH3:18])=[O:15])[CH:3]=1.C(=O)([O-])[O-].[K+].[K+].[CH3:25][O:26][C:27]1[CH:28]=[C:29]([SH:33])[CH:30]=[CH:31][CH:32]=1, predict the reaction product. The product is: [F:13][C:8]1[CH:9]=[CH:10][CH:11]=[CH:12][C:7]=1[N:6]1[C:2]([S:33][C:29]2[CH:30]=[CH:31][CH:32]=[C:27]([O:26][CH3:25])[CH:28]=2)=[CH:3][C:4]([C:14]([O:16][CH2:17][CH3:18])=[O:15])=[N:5]1. (3) Given the reactants [NH:1]1[C:9]2[C:4](=[CH:5][CH:6]=[CH:7][CH:8]=2)[CH:3]=[N:2]1.I[C:11]1[CH:12]=[C:13]([CH2:17][OH:18])[CH:14]=[CH:15][CH:16]=1.O.P([O-])([O-])([O-])=O.[K+].[K+].[K+].CN[C@@H]1CCCC[C@H]1NC, predict the reaction product. The product is: [N:1]1([C:11]2[CH:12]=[C:13]([CH2:17][OH:18])[CH:14]=[CH:15][CH:16]=2)[C:9]2[C:4](=[CH:5][CH:6]=[CH:7][CH:8]=2)[CH:3]=[N:2]1. (4) Given the reactants Cl[C:2]1[N:7]=[C:6]([O:8][C:9]2[CH:10]=[N:11][CH:12]=[CH:13][CH:14]=2)[N:5]=[C:4]([N:15]2[CH2:20][CH2:19][O:18][CH2:17][CH2:16]2)[CH:3]=1.[NH2:21][NH2:22], predict the reaction product. The product is: [N:15]1([C:4]2[N:5]=[C:6]([O:8][C:9]3[CH:10]=[N:11][CH:12]=[CH:13][CH:14]=3)[N:7]=[C:2]([NH:21][NH2:22])[CH:3]=2)[CH2:20][CH2:19][O:18][CH2:17][CH2:16]1. (5) Given the reactants I[C:2]1[CH:11]=[CH:10][C:5]([C:6]([O:8][CH3:9])=[O:7])=[CH:4][CH:3]=1.[CH3:12][Si:13]([C:16]#[CH:17])([CH3:15])[CH3:14], predict the reaction product. The product is: [CH3:12][Si:13]([C:16]#[C:17][C:2]1[CH:11]=[CH:10][C:5]([C:6]([O:8][CH3:9])=[O:7])=[CH:4][CH:3]=1)([CH3:15])[CH3:14]. (6) Given the reactants CN(C(ON1N=NC2C=CC=NC1=2)=[N+](C)C)C.F[P-](F)(F)(F)(F)F.Cl.Cl.[Cl:27][C:28]1[C:29]([F:54])=[C:30]([NH:34][C:35]2[C:44]3[C:39](=[CH:40][C:41]([O:47][C@H:48]4[CH2:53][CH2:52][CH2:51][NH:50][CH2:49]4)=[C:42]([O:45][CH3:46])[CH:43]=3)[N:38]=[CH:37][N:36]=2)[CH:31]=[CH:32][CH:33]=1.C(N(C(C)C)CC)(C)C.[CH3:64][O:65][CH2:66][C:67](O)=[O:68], predict the reaction product. The product is: [Cl:27][C:28]1[C:29]([F:54])=[C:30]([NH:34][C:35]2[C:44]3[C:39](=[CH:40][C:41]([O:47][C@H:48]4[CH2:53][CH2:52][CH2:51][N:50]([C:67](=[O:68])[CH2:66][O:65][CH3:64])[CH2:49]4)=[C:42]([O:45][CH3:46])[CH:43]=3)[N:38]=[CH:37][N:36]=2)[CH:31]=[CH:32][CH:33]=1. (7) Given the reactants [C:1]1(=[O:7])[CH2:5][CH2:4][C:3](=O)[CH2:2]1.[NH2:8][C:9]1[CH:16]=[CH:15][C:12]([C:13]#[N:14])=[C:11]([C:17]([F:20])([F:19])[F:18])[CH:10]=1, predict the reaction product. The product is: [O:7]=[C:1]1[CH2:5][CH2:4][C:3]([NH:8][C:9]2[CH:16]=[CH:15][C:12]([C:13]#[N:14])=[C:11]([C:17]([F:18])([F:19])[F:20])[CH:10]=2)=[CH:2]1. (8) Given the reactants [C:1]1([C:7]2[CH:22]=[CH:21][C:10]3[N:11]=[C:12]([CH2:14][C:15]4[O:19][C:18]([OH:20])=[N:17][N:16]=4)[S:13][C:9]=3[CH:8]=2)[CH:6]=[CH:5][CH:4]=[CH:3][CH:2]=1.BrC1C=CC2N=C(CC3[O:36]C(O)=NN=3)SC=2C=1.OO, predict the reaction product. The product is: [OH:20][C:18]1[O:19][C:15]([C:14]([C:12]2[S:13][C:9]3[CH:8]=[C:7]([C:1]4[CH:2]=[CH:3][CH:4]=[CH:5][CH:6]=4)[CH:22]=[CH:21][C:10]=3[N:11]=2)=[O:36])=[N:16][N:17]=1.